From a dataset of Forward reaction prediction with 1.9M reactions from USPTO patents (1976-2016). Predict the product of the given reaction. (1) Given the reactants [F:1][C:2]1[CH:3]=[C:4]([NH:9][C:10]([C:12]2[N:13](CC3C=CC(OC)=CC=3)[C:14]3[C:19]([CH:20]=2)=[CH:18][C:17](B2OC(C)(C)C(C)(C)O2)=[CH:16][CH:15]=3)=[O:11])[CH:5]=[C:6]([F:8])[CH:7]=1.[CH:39]([N:42]1[CH2:47][CH:46]=[C:45](OS(C(F)(F)F)(=O)=O)[CH2:44][CH2:43]1)([CH3:41])[CH3:40], predict the reaction product. The product is: [F:1][C:2]1[CH:3]=[C:4]([NH:9][C:10]([C:12]2[NH:13][C:14]3[C:19]([CH:20]=2)=[CH:18][C:17]([C:45]2[CH2:46][CH2:47][N:42]([CH:39]([CH3:41])[CH3:40])[CH2:43][CH:44]=2)=[CH:16][CH:15]=3)=[O:11])[CH:5]=[C:6]([F:8])[CH:7]=1. (2) Given the reactants [CH3:1][C:2]([OH:13])([CH3:12])[CH2:3][N:4]1[CH:8]=[CH:7][C:6]([N+:9]([O-:11])=[O:10])=[N:5]1.CN(C)C=O.[CH2:19]([Si:21](Cl)([CH2:24][CH3:25])[CH2:22][CH3:23])[CH3:20].N1C=CN=C1, predict the reaction product. The product is: [CH3:12][C:2]([O:13][Si:21]([CH2:24][CH3:25])([CH2:22][CH3:23])[CH2:19][CH3:20])([CH3:1])[CH2:3][N:4]1[CH:8]=[CH:7][C:6]([N+:9]([O-:11])=[O:10])=[N:5]1. (3) Given the reactants [NH2:1][C:2]1[C:7]([C:8]([F:11])([F:10])[F:9])=[CH:6][C:5]([C:12]([F:15])([F:14])[F:13])=[CH:4][C:3]=1[NH:16][C:17](=O)[CH2:18][CH2:19][N:20]1[CH2:25][CH2:24][N:23]([C:26]([O:28][C:29]([CH3:32])([CH3:31])[CH3:30])=[O:27])[CH2:22][C:21]1=[O:33], predict the reaction product. The product is: [F:11][C:8]([F:10])([F:9])[C:7]1[C:2]2[N:1]=[C:17]([CH2:18][CH2:19][N:20]3[CH2:25][CH2:24][N:23]([C:26]([O:28][C:29]([CH3:32])([CH3:31])[CH3:30])=[O:27])[CH2:22][C:21]3=[O:33])[NH:16][C:3]=2[CH:4]=[C:5]([C:12]([F:13])([F:14])[F:15])[CH:6]=1. (4) The product is: [F:14][CH2:13][C:6]1[C:7]([C:8]([OH:10])=[O:9])=[C:3]([CH2:2][F:1])[NH:4][N:5]=1. Given the reactants [F:1][CH:2](F)[C:3]1[C:7]([C:8]([O:10]CC)=[O:9])=[C:6]([CH:13](F)[F:14])[NH:5][N:4]=1.[OH-].[Na+], predict the reaction product. (5) Given the reactants [C:1]([O:5][C:6]([N:8]1[CH2:13][CH2:12][C:11]([OH:22])([C:14]2[CH:19]=[C:18]([F:20])[CH:17]=[CH:16][C:15]=2[SH:21])[CH2:10][CH2:9]1)=[O:7])([CH3:4])([CH3:3])[CH3:2].[F:23][C:24]1[CH:29]=[C:28]([O:30][CH3:31])[CH:27]=[CH:26][C:25]=1I.FC1C=C(O)C=CC=1[N+]([O-])=O.NC1C=CC(O)=CC=1F.CI, predict the reaction product. The product is: [C:1]([O:5][C:6]([N:8]1[CH2:9][CH2:10][C:11]([C:14]2[CH:19]=[C:18]([F:20])[CH:17]=[CH:16][C:15]=2[S:21][C:25]2[CH:26]=[CH:27][C:28]([O:30][CH3:31])=[CH:29][C:24]=2[F:23])([OH:22])[CH2:12][CH2:13]1)=[O:7])([CH3:4])([CH3:2])[CH3:3].